From a dataset of Catalyst prediction with 721,799 reactions and 888 catalyst types from USPTO. Predict which catalyst facilitates the given reaction. (1) Reactant: [OH:1][B:2]1[C:6]2[CH:7]=[C:8]([NH:11][S:12]([C:15]3[CH:20]=[CH:19][C:18]([O:21]C)=[CH:17][C:16]=3[CH2:23][C:24]([O:26][CH2:27][CH3:28])=[O:25])(=[O:14])=[O:13])[CH:9]=[CH:10][C:5]=2[CH2:4][O:3]1.B(Br)(Br)Br. Product: [OH:21][C:18]1[CH:19]=[CH:20][C:15]([S:12](=[O:13])(=[O:14])[NH:11][C:8]2[CH:9]=[CH:10][C:5]3[CH2:4][O:3][B:2]([OH:1])[C:6]=3[CH:7]=2)=[C:16]([CH2:23][C:24]([O:26][CH2:27][CH3:28])=[O:25])[CH:17]=1. The catalyst class is: 2. (2) Reactant: Cl[Sn]Cl.[F:4][C:5]1[CH:10]=[C:9]([CH:11]([CH3:22])[C:12]([O:14][CH2:15][C:16]2[CH:21]=[CH:20][CH:19]=[CH:18][CH:17]=2)=[O:13])[CH:8]=[CH:7][C:6]=1[C:23]1[CH:28]=[CH:27][C:26]([N+:29]([O-])=O)=[CH:25][CH:24]=1.C([O-])(O)=O.[Na+]. Product: [NH2:29][C:26]1[CH:25]=[CH:24][C:23]([C:6]2[CH:7]=[CH:8][C:9]([CH:11]([CH3:22])[C:12]([O:14][CH2:15][C:16]3[CH:17]=[CH:18][CH:19]=[CH:20][CH:21]=3)=[O:13])=[CH:10][C:5]=2[F:4])=[CH:28][CH:27]=1. The catalyst class is: 8. (3) Reactant: [F:1][C:2]([F:22])([F:21])[C@H:3]1[CH2:7][CH2:6][CH2:5][N:4]1[C:8]1[CH:9]=[CH:10][C:11]2[N:18]3[CH2:19][C@H:14]([CH2:15][CH2:16][CH2:17]3)[NH:13][C:12]=2[N:20]=1.[H-].[Na+].[N:25]1[CH:30]=[CH:29][CH:28]=[CH:27][C:26]=1[N:31]1C(=O)N2C=CC=CC2=N[C:32]1=[O:42].CO. Product: [N:25]1[CH:30]=[CH:29][CH:28]=[CH:27][C:26]=1[NH:31][C:32]([N:13]1[C@@H:14]2[CH2:19][N:18]([CH2:17][CH2:16][CH2:15]2)[C:11]2[CH:10]=[CH:9][C:8]([N:4]3[CH2:5][CH2:6][CH2:7][C@@H:3]3[C:2]([F:1])([F:21])[F:22])=[N:20][C:12]1=2)=[O:42]. The catalyst class is: 76.